This data is from Forward reaction prediction with 1.9M reactions from USPTO patents (1976-2016). The task is: Predict the product of the given reaction. (1) The product is: [I:1][C:2]1[CH:3]=[CH:4][C:5]2[N:6]([C:10]([CH3:17])=[C:11]([C:12]([F:15])([F:14])[F:13])[N:8]=2)[N:7]=1. Given the reactants [I:1][C:2]1[N:7]=[N:6][C:5]([NH2:8])=[CH:4][CH:3]=1.Br[CH:10]([CH3:17])[C:11](=O)[C:12]([F:15])([F:14])[F:13], predict the reaction product. (2) Given the reactants P(Cl)(Cl)(Cl)=O.[NH2:6][C:7]1[CH:8]=[C:9]([C:14]2[S:18][C:17]([NH:19][C:20](=[O:22])[CH3:21])=[N:16][C:15]=2C)[CH:10]=[N:11][C:12]=1[Cl:13].[CH3:24][C:25]1[S:26][C:27]([C:31](O)=[O:32])=[C:28]([CH3:30])[N:29]=1, predict the reaction product. The product is: [C:20]([NH:19][C:17]1[S:18][C:14]([C:9]2[CH:8]=[C:7]([NH:6][C:31]([C:27]3[S:26][C:25]([CH3:24])=[N:29][C:28]=3[CH3:30])=[O:32])[C:12]([Cl:13])=[N:11][CH:10]=2)=[CH:15][N:16]=1)(=[O:22])[CH3:21]. (3) Given the reactants [CH2:1]([CH2:3][NH2:4])[OH:2].[Cl:5][C:6]1[CH:10]=[C:9]([C:11](Cl)=[O:12])[NH:8][C:7]=1[C:14]([O:16][CH3:17])=[O:15], predict the reaction product. The product is: [Cl:5][C:6]1[CH:10]=[C:9]([C:11]([NH:4][CH2:3][CH2:1][OH:2])=[O:12])[NH:8][C:7]=1[C:14]([O:16][CH3:17])=[O:15]. (4) Given the reactants [Cl:1][C:2]1[CH:3]=[C:4]([CH:9]=[CH:10][C:11]=1[CH:12]([O:14][C:15]1[CH:20]=[CH:19][CH:18]=[CH:17][CH:16]=1)[CH3:13])[C:5]([O:7]C)=[O:6].O.[OH-].[Li+].O.CO, predict the reaction product. The product is: [Cl:1][C:2]1[CH:3]=[C:4]([CH:9]=[CH:10][C:11]=1[CH:12]([O:14][C:15]1[CH:20]=[CH:19][CH:18]=[CH:17][CH:16]=1)[CH3:13])[C:5]([OH:7])=[O:6]. (5) The product is: [S:17]=[C:16]1[NH:1][C:2]2=[C:3]([C:4]([O:6][CH3:7])=[O:5])[CH:8]=[CH:9][CH:10]=[C:11]2[O:12]1. Given the reactants [NH2:1][C:2]1[C:11]([OH:12])=[CH:10][CH:9]=[CH:8][C:3]=1[C:4]([O:6][CH3:7])=[O:5].C(O[C:16]([S-])=[S:17])C.[K+].Cl, predict the reaction product. (6) Given the reactants [C:1]([O:9][CH2:10][CH3:11])(=[O:8])[CH2:2][C:3]([O:5][CH2:6][CH3:7])=[O:4].[H-].[Na+].Cl[C:15]1[S:16][C:17]2[CH:23]=[CH:22][CH:21]=[CH:20][C:18]=2[N:19]=1, predict the reaction product. The product is: [S:16]1[C:17]2[CH:23]=[CH:22][CH:21]=[CH:20][C:18]=2[N:19]=[C:15]1[CH:2]([C:3]([O:5][CH2:6][CH3:7])=[O:4])[C:1]([O:9][CH2:10][CH3:11])=[O:8].